From a dataset of Forward reaction prediction with 1.9M reactions from USPTO patents (1976-2016). Predict the product of the given reaction. Given the reactants [CH:1]1([C:7]2[N:11]3[C:12]4[CH:18]=[CH:17][N:16](S(C5C=CC(C)=CC=5)(=O)=O)[C:13]=4[N:14]=[CH:15][C:10]3=[CH:9][CH:8]=2)[CH2:6][CH2:5][CH2:4][CH2:3][CH2:2]1.[OH-].[Na+], predict the reaction product. The product is: [CH:1]1([C:7]2[N:11]3[C:12]4[CH:18]=[CH:17][NH:16][C:13]=4[N:14]=[CH:15][C:10]3=[CH:9][CH:8]=2)[CH2:2][CH2:3][CH2:4][CH2:5][CH2:6]1.